Dataset: Full USPTO retrosynthesis dataset with 1.9M reactions from patents (1976-2016). Task: Predict the reactants needed to synthesize the given product. (1) Given the product [S:13]1[CH:17]=[C:16]([C:18]2[S:22][C:21]3[CH:23]=[C:24]([CH3:26])[CH2:25][C:20]=3[C:19]=2[C:28]2[C:29]3[CH:36]=[CH:35][CH:34]=[CH:33][C:30]=3[S:31][CH:32]=2)[C:15]2[CH:37]=[CH:38][CH:39]=[CH:40][C:14]1=2, predict the reactants needed to synthesize it. The reactants are: O.C1(C)C=CC(S(O)(=O)=O)=CC=1.[S:13]1[CH:17]=[C:16]([C:18]2[S:22][C:21]3[CH:23](O)[CH:24]([CH3:26])[CH2:25][C:20]=3[C:19]=2[C:28]2[C:29]3[CH:36]=[CH:35][CH:34]=[CH:33][C:30]=3[S:31][CH:32]=2)[C:15]2[CH:37]=[CH:38][CH:39]=[CH:40][C:14]1=2.O. (2) Given the product [C:1]1([C:7]2([CH3:17])[C:12](=[O:13])[N:11]([CH3:14])[C:10](=[O:15])[N:9]([CH2:22][C:23](=[O:24])[C:25]3[CH:30]=[CH:29][N:28]=[CH:27][CH:26]=3)[C:8]2=[O:16])[CH2:6][CH2:5][CH2:4][CH2:3][CH:2]=1, predict the reactants needed to synthesize it. The reactants are: [C:1]1([C:7]2([CH3:17])[C:12](=[O:13])[N:11]([CH3:14])[C:10](=[O:15])[NH:9][C:8]2=[O:16])[CH2:6][CH2:5][CH2:4][CH2:3][CH:2]=1.[H-].[Na+].Br.Br[CH2:22][C:23]([C:25]1[CH:30]=[CH:29][N:28]=[CH:27][CH:26]=1)=[O:24].